The task is: Predict the reaction yield, written as a fraction of the theoretical maximum amount of product (1.0 means a 100% yield; for example, 0.34 means a 34% yield).. This data is from Reaction yield outcomes from USPTO patents with 853,638 reactions. (1) The reactants are [Cl:1][C:2]1[C:3]([S:11][C:12]2[N:13](CC3C=CC(OC)=CC=3)[C:14]3[CH:19]=[CH:18][N:17]=[C:16]([NH2:20])[C:15]=3[N:21]=2)=[CH:4][C:5]2[O:9][CH2:8][O:7][C:6]=2[CH:10]=1. The catalyst is C(O)(C(F)(F)F)=O. The product is [Cl:1][C:2]1[C:3]([S:11][C:12]2[NH:13][C:14]3[CH:19]=[CH:18][N:17]=[C:16]([NH2:20])[C:15]=3[N:21]=2)=[CH:4][C:5]2[O:9][CH2:8][O:7][C:6]=2[CH:10]=1. The yield is 0.820. (2) The reactants are C(C1C=C[S:6]C=1)(=O)C.[S:9]1[CH:13]=[CH:12][C:11]([C:14]([CH2:16][C:17]#[N:18])=[O:15])=[CH:10]1.[CH2:19]([CH:26]1[CH2:31][CH2:30][C:29](=O)[CH2:28][CH2:27]1)[C:20]1[CH:25]=[CH:24][CH:23]=[CH:22][CH:21]=1.N1CCOCC1.[S]. No catalyst specified. The product is [NH2:18][C:17]1[S:6][C:28]2[CH2:27][CH:26]([CH2:19][C:20]3[CH:25]=[CH:24][CH:23]=[CH:22][CH:21]=3)[CH2:31][CH2:30][C:29]=2[C:16]=1[C:14]([C:11]1[CH:12]=[CH:13][S:9][CH:10]=1)=[O:15]. The yield is 0.650. (3) The reactants are Br[C:2]1[C:7]([CH3:8])=[CH:6][C:5]([N+:9]([O-:11])=[O:10])=[CH:4][C:3]=1[CH3:12].[F:13][C:14]([F:25])([F:24])[C:15]1[CH:20]=[CH:19][C:18](B(O)O)=[CH:17][CH:16]=1.O.[F-].[K+]. The catalyst is C1(C)C=CC=CC=1.C1C=CC([P]([Pd]([P](C2C=CC=CC=2)(C2C=CC=CC=2)C2C=CC=CC=2)([P](C2C=CC=CC=2)(C2C=CC=CC=2)C2C=CC=CC=2)[P](C2C=CC=CC=2)(C2C=CC=CC=2)C2C=CC=CC=2)(C2C=CC=CC=2)C2C=CC=CC=2)=CC=1. The product is [CH3:12][C:3]1[CH:4]=[C:5]([N+:9]([O-:11])=[O:10])[CH:6]=[C:7]([CH3:8])[C:2]=1[C:18]1[CH:19]=[CH:20][C:15]([C:14]([F:25])([F:24])[F:13])=[CH:16][CH:17]=1. The yield is 0.430. (4) The reactants are F.F.F.C(N(CC)CC)C.C(N(CC)CC)C.[Si]([O:35][CH2:36][C@H:37]1[O:41][C@@H:40]([N:42]2[CH:49]=[C:48]([CH3:50])[C:46](=[O:47])[NH:45][C:43]2=[O:44])[C@H:39]([O:51][CH2:52][CH2:53][O:54][N:55]([CH3:57])[CH3:56])[C@@H:38]1[OH:58])(C(C)(C)C)(C1C=CC=CC=1)C1C=CC=CC=1.CO. The catalyst is C1COCC1.C(Cl)Cl. The product is [CH3:56][N:55]([CH3:57])[O:54][CH2:53][CH2:52][O:51][C@@H:39]1[C@H:38]([OH:58])[C@@H:37]([CH2:36][OH:35])[O:41][C@H:40]1[N:42]1[CH:49]=[C:48]([CH3:50])[C:46](=[O:47])[NH:45][C:43]1=[O:44]. The yield is 0.925. (5) The reactants are [F:1][C:2]1[C:3]([NH:12][C:13]2[CH:18]=[CH:17][C:16]([C:19]#[CH:20])=[CH:15][C:14]=2[F:21])=[C:4]([CH:8]=[CH:9][C:10]=1[F:11])[C:5]([OH:7])=[O:6]. The catalyst is C(O)C.[Pd]. The product is [CH2:19]([C:16]1[CH:17]=[CH:18][C:13]([NH:12][C:3]2[C:2]([F:1])=[C:10]([F:11])[CH:9]=[CH:8][C:4]=2[C:5]([OH:7])=[O:6])=[C:14]([F:21])[CH:15]=1)[CH3:20]. The yield is 0.920.